This data is from Catalyst prediction with 721,799 reactions and 888 catalyst types from USPTO. The task is: Predict which catalyst facilitates the given reaction. (1) Reactant: [H-].[Na+].[CH2:3]([O:10][C:11](=[O:27])[NH:12][C@H:13]1[CH2:18][CH2:17][C@H:16]([O:19][Si:20]([C:23]([CH3:26])([CH3:25])[CH3:24])([CH3:22])[CH3:21])[CH2:15][CH2:14]1)[C:4]1[CH:9]=[CH:8][CH:7]=[CH:6][CH:5]=1.I[CH3:29].[NH4+].[Cl-]. Product: [CH2:3]([O:10][C:11](=[O:27])[N:12]([C@H:13]1[CH2:18][CH2:17][C@H:16]([O:19][Si:20]([C:23]([CH3:24])([CH3:26])[CH3:25])([CH3:21])[CH3:22])[CH2:15][CH2:14]1)[CH3:29])[C:4]1[CH:5]=[CH:6][CH:7]=[CH:8][CH:9]=1. The catalyst class is: 3. (2) Reactant: [CH3:1][C:2]1[N:3]=[CH:4][O:5][C:6]=1[C:7](=[N:14][O:15][CH2:16][C:17]1[N:22]=[C:21]([NH2:23])[CH:20]=[CH:19][CH:18]=1)[C:8]1[CH:13]=[CH:12][CH:11]=[CH:10][CH:9]=1.N1C=CC=CC=1.[C:30](Cl)(=[O:36])[CH2:31][CH2:32][CH2:33][CH2:34][CH3:35]. Product: [CH3:1][C:2]1[N:3]=[CH:4][O:5][C:6]=1[C:7](=[N:14][O:15][CH2:16][C:17]1[N:22]=[C:21]([NH:23][C:30](=[O:36])[CH2:31][CH2:32][CH2:33][CH2:34][CH3:35])[CH:20]=[CH:19][CH:18]=1)[C:8]1[CH:9]=[CH:10][CH:11]=[CH:12][CH:13]=1. The catalyst class is: 4.